The task is: Predict the reaction yield, written as a fraction of the theoretical maximum amount of product (1.0 means a 100% yield; for example, 0.34 means a 34% yield).. This data is from Reaction yield outcomes from USPTO patents with 853,638 reactions. (1) The reactants are [CH3:1][Si:2]([CH3:21])([CH3:20])[CH2:3][CH2:4][O:5][CH2:6][N:7]1[C:11]2=[N:12][CH:13]=[CH:14][CH:15]=[C:10]2[C:9]([C:16]([O:18][CH3:19])=[O:17])=[N:8]1.[B:22]1([B:22]2[O:26][C:25]([CH3:28])([CH3:27])[C:24]([CH3:30])([CH3:29])[O:23]2)[O:26][C:25]([CH3:28])([CH3:27])[C:24]([CH3:30])([CH3:29])[O:23]1. The catalyst is O1CCCC1.C(OCC)(=O)C.C[O-].C[O-].C1CC=CCCC=C1.C1CC=CCCC=C1.[Ir].[Ir].C(C1C=CN=C(C2C=C(C(C)(C)C)C=CN=2)C=1)(C)(C)C. The product is [CH3:29][C:24]1([CH3:30])[C:25]([CH3:28])([CH3:27])[O:26][B:22]([C:14]2[CH:15]=[C:10]3[C:9]([C:16]([O:18][CH3:19])=[O:17])=[N:8][N:7]([CH2:6][O:5][CH2:4][CH2:3][Si:2]([CH3:20])([CH3:21])[CH3:1])[C:11]3=[N:12][CH:13]=2)[O:23]1. The yield is 0.710. (2) The reactants are C[O:2][C:3](=O)[C@@H:4]([O:6][C:7]1[C:16]([N+:17]([O-])=O)=[CH:15][C:10]([C:11]([O:13][CH3:14])=[O:12])=[CH:9][N:8]=1)[CH3:5]. The catalyst is C(O)(=O)C.[Fe]. The product is [CH3:5][C@@H:4]1[O:6][C:7]2[N:8]=[CH:9][C:10]([C:11]([O:13][CH3:14])=[O:12])=[CH:15][C:16]=2[NH:17][C:3]1=[O:2]. The yield is 0.790.